This data is from CYP2C19 inhibition data for predicting drug metabolism from PubChem BioAssay. The task is: Regression/Classification. Given a drug SMILES string, predict its absorption, distribution, metabolism, or excretion properties. Task type varies by dataset: regression for continuous measurements (e.g., permeability, clearance, half-life) or binary classification for categorical outcomes (e.g., BBB penetration, CYP inhibition). Dataset: cyp2c19_veith. The compound is CC(C)(C)OC(=O)COc1cc(OCC(=O)OC(C)(C)C)c2c(=O)cc(-c3ccccc3)oc2c1. The result is 1 (inhibitor).